Dataset: Reaction yield outcomes from USPTO patents with 853,638 reactions. Task: Predict the reaction yield, written as a fraction of the theoretical maximum amount of product (1.0 means a 100% yield; for example, 0.34 means a 34% yield). (1) The reactants are [F:1][C:2]1[CH:7]=[C:6]([C:8]([O:10]C)=[O:9])[CH:5]=[CH:4][C:3]=1[N:12]1[CH2:17][CH2:16][N:15]([C:18]([O:20][C:21]([CH3:24])([CH3:23])[CH3:22])=[O:19])[CH2:14][CH2:13]1.[Li+].[OH-]. The catalyst is O1CCOCC1. The product is [C:21]([O:20][C:18]([N:15]1[CH2:16][CH2:17][N:12]([C:3]2[CH:4]=[CH:5][C:6]([C:8]([OH:10])=[O:9])=[CH:7][C:2]=2[F:1])[CH2:13][CH2:14]1)=[O:19])([CH3:24])([CH3:22])[CH3:23]. The yield is 1.00. (2) The reactants are C(OC(=O)[NH:7][C:8]1[CH:9]=[N:10][C:11]([F:38])=[CH:12][C:13]=1[C:14]1[C:19]2[S:20][C:21]([C:23]3[CH:28]=[CH:27][N:26]=[C:25]([NH:29][CH2:30][CH2:31][N:32]4[CH2:36][CH2:35][NH:34][C:33]4=[O:37])[N:24]=3)=[CH:22][C:18]=2[CH:17]=[CH:16][CH:15]=1)(C)(C)C. The catalyst is ClCCl. The product is [NH3:7].[NH2:7][C:8]1[C:13]([C:14]2[C:19]3[S:20][C:21]([C:23]4[CH:28]=[CH:27][N:26]=[C:25]([NH:29][CH2:30][CH2:31][N:32]5[CH2:36][CH2:35][NH:34][C:33]5=[O:37])[N:24]=4)=[CH:22][C:18]=3[CH:17]=[CH:16][CH:15]=2)=[CH:12][C:11]([F:38])=[N:10][CH:9]=1. The yield is 0.0700. (3) The reactants are [N:1]1[CH:6]=[CH:5][CH:4]=[C:3]([C:7]2[S:11][C:10]([CH:12]=O)=[CH:9][CH:8]=2)[CH:2]=1.[CH3:14][NH:15][CH3:16].Cl.C([BH3-])#N.[Na+]. The catalyst is CO.O1CCOCC1. The product is [CH3:14][N:15]([CH3:16])[CH2:12][C:10]1[S:11][C:7]([C:3]2[CH:2]=[N:1][CH:6]=[CH:5][CH:4]=2)=[CH:8][CH:9]=1. The yield is 0.550. (4) The reactants are [C:1]([NH:4][CH2:5][CH2:6][C:7]1[CH:12]=[CH:11][CH:10]=[CH:9][CH:8]=1)(=[O:3])[CH3:2].[H-].[Na+].[CH2:15](I)[CH2:16][CH2:17][CH2:18][CH3:19]. The catalyst is C1COCC1. The product is [CH2:15]([N:4]([CH2:5][CH2:6][C:7]1[CH:12]=[CH:11][CH:10]=[CH:9][CH:8]=1)[C:1](=[O:3])[CH3:2])[CH2:16][CH2:17][CH2:18][CH3:19]. The yield is 0.470. (5) The reactants are [Cl:1][C:2]1[CH:10]=[CH:9][C:5]([C:6](Cl)=[O:7])=[CH:4][N:3]=1.[F:11][C:12]1[CH:18]=[CH:17][C:15]([NH2:16])=[CH:14][CH:13]=1.C(N(CC)C(C)C)(C)C. The catalyst is ClCCl.C(OCC)(=O)C. The product is [Cl:1][C:2]1[CH:10]=[CH:9][C:5]([C:6]([NH:16][C:15]2[CH:17]=[CH:18][C:12]([F:11])=[CH:13][CH:14]=2)=[O:7])=[CH:4][N:3]=1. The yield is 0.920.